Dataset: Forward reaction prediction with 1.9M reactions from USPTO patents (1976-2016). Task: Predict the product of the given reaction. (1) Given the reactants C1([C:7]2([C:12]([OH:14])=O)[CH2:11][CH2:10][CH2:9][CH2:8]2)C=CC=CC=1.[F:15][C:16]([F:34])([F:33])[C:17]1[CH:18]=[C:19]([CH:30]=[CH:31][CH:32]=1)[CH2:20][N:21]1[CH2:25][C@H:24]2[C@@H:26]([NH2:29])[CH2:27][CH2:28][C@H:23]2[CH2:22]1.C(N1C[C@H]2C(N)CC[C@H]2C1)C1C=CC=CC=1, predict the reaction product. The product is: [F:33][C:16]([F:15])([F:34])[C:17]1[CH:18]=[C:19]([CH:30]=[CH:31][CH:32]=1)[CH2:20][N:21]1[CH2:25][C@H:24]2[C@@H:26]([NH:29][C:12]([CH:7]3[CH2:8][CH2:9][CH2:10][CH2:11]3)=[O:14])[CH2:27][CH2:28][C@H:23]2[CH2:22]1. (2) Given the reactants Cl[C:2]1[N:7]=[C:6]([CH:8]([CH:11]2[N:15]([CH2:16][CH3:17])[C:14]3[CH:18]=[CH:19][CH:20]=[CH:21][C:13]=3[NH:12]2)[C:9]#[N:10])[C:5]([CH3:22])=[CH:4][N:3]=1.[NH2:23][CH2:24][CH2:25][C:26]1[C:34]2[C:29](=[CH:30][CH:31]=[CH:32][CH:33]=2)[NH:28][CH:27]=1, predict the reaction product. The product is: [CH2:16]([N:15]1[C:14]2[CH:18]=[CH:19][CH:20]=[CH:21][C:13]=2[NH:12]/[C:11]/1=[C:8](\[C:6]1[C:5]([CH3:22])=[CH:4][N:3]=[C:2]([NH:23][CH2:24][CH2:25][C:26]2[C:34]3[C:29](=[CH:30][CH:31]=[CH:32][CH:33]=3)[NH:28][CH:27]=2)[N:7]=1)/[C:9]#[N:10])[CH3:17].